From a dataset of Experimental lipophilicity measurements (octanol/water distribution) for 4,200 compounds from AstraZeneca. Regression/Classification. Given a drug SMILES string, predict its absorption, distribution, metabolism, or excretion properties. Task type varies by dataset: regression for continuous measurements (e.g., permeability, clearance, half-life) or binary classification for categorical outcomes (e.g., BBB penetration, CYP inhibition). For this dataset (lipophilicity_astrazeneca), we predict Y. The compound is CC1(O)CN(S(=O)(=O)c2ccc3c(C(=O)NC[C@@H](O)CN4CCC(Oc5ccc(Cl)c(Cl)c5)CC4)c[nH]c(=O)c3c2)C1. The Y is 2.54 logD.